This data is from NCI-60 drug combinations with 297,098 pairs across 59 cell lines. The task is: Regression. Given two drug SMILES strings and cell line genomic features, predict the synergy score measuring deviation from expected non-interaction effect. (1) Drug 1: COC1=C(C=C2C(=C1)N=CN=C2NC3=CC(=C(C=C3)F)Cl)OCCCN4CCOCC4. Drug 2: CCCCCOC(=O)NC1=NC(=O)N(C=C1F)C2C(C(C(O2)C)O)O. Cell line: K-562. Synergy scores: CSS=20.4, Synergy_ZIP=4.26, Synergy_Bliss=8.85, Synergy_Loewe=2.85, Synergy_HSA=7.95. (2) Drug 1: CC1=C(C=C(C=C1)C(=O)NC2=CC(=CC(=C2)C(F)(F)F)N3C=C(N=C3)C)NC4=NC=CC(=N4)C5=CN=CC=C5. Drug 2: CCC1=C2CN3C(=CC4=C(C3=O)COC(=O)C4(CC)O)C2=NC5=C1C=C(C=C5)O. Cell line: HCT-15. Synergy scores: CSS=-2.52, Synergy_ZIP=-5.58, Synergy_Bliss=-3.09, Synergy_Loewe=-25.9, Synergy_HSA=-3.77. (3) Drug 1: C1CC(=O)NC(=O)C1N2CC3=C(C2=O)C=CC=C3N. Drug 2: CCC1(CC2CC(C3=C(CCN(C2)C1)C4=CC=CC=C4N3)(C5=C(C=C6C(=C5)C78CCN9C7C(C=CC9)(C(C(C8N6C)(C(=O)OC)O)OC(=O)C)CC)OC)C(=O)OC)O.OS(=O)(=O)O. Cell line: HS 578T. Synergy scores: CSS=16.1, Synergy_ZIP=1.36, Synergy_Bliss=1.41, Synergy_Loewe=-51.7, Synergy_HSA=0.235. (4) Drug 1: CN1CCC(CC1)COC2=C(C=C3C(=C2)N=CN=C3NC4=C(C=C(C=C4)Br)F)OC. Drug 2: CC1C(C(CC(O1)OC2CC(CC3=C2C(=C4C(=C3O)C(=O)C5=C(C4=O)C(=CC=C5)OC)O)(C(=O)C)O)N)O.Cl. Cell line: COLO 205. Synergy scores: CSS=18.2, Synergy_ZIP=0.606, Synergy_Bliss=0.391, Synergy_Loewe=-35.2, Synergy_HSA=-5.87. (5) Drug 1: CC12CCC3C(C1CCC2=O)CC(=C)C4=CC(=O)C=CC34C. Drug 2: CC1C(C(CC(O1)OC2CC(CC3=C2C(=C4C(=C3O)C(=O)C5=C(C4=O)C(=CC=C5)OC)O)(C(=O)CO)O)N)O.Cl. Cell line: SW-620. Synergy scores: CSS=41.5, Synergy_ZIP=3.04, Synergy_Bliss=3.43, Synergy_Loewe=-2.65, Synergy_HSA=3.47. (6) Drug 1: C1=C(C(=O)NC(=O)N1)F. Drug 2: CC=C1C(=O)NC(C(=O)OC2CC(=O)NC(C(=O)NC(CSSCCC=C2)C(=O)N1)C(C)C)C(C)C. Cell line: MALME-3M. Synergy scores: CSS=83.3, Synergy_ZIP=13.4, Synergy_Bliss=12.1, Synergy_Loewe=12.5, Synergy_HSA=17.4. (7) Drug 1: C1=C(C(=O)NC(=O)N1)F. Drug 2: CS(=O)(=O)CCNCC1=CC=C(O1)C2=CC3=C(C=C2)N=CN=C3NC4=CC(=C(C=C4)OCC5=CC(=CC=C5)F)Cl. Cell line: OVCAR-4. Synergy scores: CSS=39.1, Synergy_ZIP=-2.68, Synergy_Bliss=-5.77, Synergy_Loewe=-5.26, Synergy_HSA=-3.99. (8) Drug 1: C1=NC2=C(N1)C(=S)N=CN2. Drug 2: CC1CCCC2(C(O2)CC(NC(=O)CC(C(C(=O)C(C1O)C)(C)C)O)C(=CC3=CSC(=N3)C)C)C. Cell line: HCC-2998. Synergy scores: CSS=49.5, Synergy_ZIP=-3.42, Synergy_Bliss=-5.99, Synergy_Loewe=-6.52, Synergy_HSA=0.703. (9) Drug 1: CCCS(=O)(=O)NC1=C(C(=C(C=C1)F)C(=O)C2=CNC3=C2C=C(C=N3)C4=CC=C(C=C4)Cl)F. Drug 2: CC(C)NC(=O)C1=CC=C(C=C1)CNNC.Cl. Cell line: KM12. Synergy scores: CSS=-1.31, Synergy_ZIP=-0.934, Synergy_Bliss=-7.91, Synergy_Loewe=-8.99, Synergy_HSA=-11.0.